This data is from Forward reaction prediction with 1.9M reactions from USPTO patents (1976-2016). The task is: Predict the product of the given reaction. (1) Given the reactants Br[C:2]1[CH:7]=[CH:6][C:5]([C:8]([N:10]2[CH2:15][CH2:14][N:13]([C:16]3[C:21]([CH3:22])=[CH:20][C:19]([CH3:23])=[CH:18][N:17]=3)[CH2:12][CH2:11]2)=[O:9])=[C:4]([CH3:24])[CH:3]=1.[CH:25]([C@@H:28]1[C:32]([CH3:34])([CH3:33])[O:31][C:30](=[O:35])[NH:29]1)([CH3:27])[CH3:26], predict the reaction product. The product is: [CH3:22][C:21]1[C:16]([N:13]2[CH2:14][CH2:15][N:10]([C:8]([C:5]3[CH:6]=[CH:7][C:2]([N:29]4[C@H:28]([CH:25]([CH3:26])[CH3:27])[C:32]([CH3:33])([CH3:34])[O:31][C:30]4=[O:35])=[CH:3][C:4]=3[CH3:24])=[O:9])[CH2:11][CH2:12]2)=[N:17][CH:18]=[C:19]([CH3:23])[CH:20]=1. (2) Given the reactants [OH-].[Li+].[Cl:3][C:4]1[CH:9]=[CH:8][C:7]([C:10]([NH:12][C@@H:13]([CH:18]2[CH2:23][CH2:22][CH2:21][CH2:20][CH2:19]2)[C:14]([O:16]C)=[O:15])=[O:11])=[C:6]([NH:24][C:25]([NH:27][C:28]2[C:33]([Cl:34])=[CH:32][CH:31]=[CH:30][C:29]=2[Cl:35])=[O:26])[CH:5]=1.CO.Cl, predict the reaction product. The product is: [Cl:3][C:4]1[CH:9]=[CH:8][C:7]([C:10]([NH:12][C@@H:13]([CH:18]2[CH2:23][CH2:22][CH2:21][CH2:20][CH2:19]2)[C:14]([OH:16])=[O:15])=[O:11])=[C:6]([NH:24][C:25]([NH:27][C:28]2[C:29]([Cl:35])=[CH:30][CH:31]=[CH:32][C:33]=2[Cl:34])=[O:26])[CH:5]=1.